From a dataset of Catalyst prediction with 721,799 reactions and 888 catalyst types from USPTO. Predict which catalyst facilitates the given reaction. (1) Reactant: [NH2:1][C:2]1[NH:6][N:5]=[CH:4][C:3]=1[C:7]([O:9][CH2:10][CH3:11])=[O:8].[Cl:12][C:13]1[CH:18]=[CH:17][C:16]([C:19](=O)[CH2:20][C:21](OC)=[O:22])=[CH:15][CH:14]=1.CC1C=CC(S(O)(=O)=O)=CC=1. Product: [Cl:12][C:13]1[CH:14]=[CH:15][C:16]([C:19]2[NH:1][C:2]3[N:6]([N:5]=[CH:4][C:3]=3[C:7]([O:9][CH2:10][CH3:11])=[O:8])[C:21](=[O:22])[CH:20]=2)=[CH:17][CH:18]=1. The catalyst class is: 11. (2) Reactant: [Cl:1][CH2:2][CH2:3][C:4]1[CH:5]=[CH:6][C:7]2[O:12][CH2:11][C:10](=[O:13])[NH:9][C:8]=2[CH:14]=1.[H-].[Na+].I[CH3:18]. Product: [Cl:1][CH2:2][CH2:3][C:4]1[CH:5]=[CH:6][C:7]2[O:12][CH2:11][C:10](=[O:13])[N:9]([CH3:18])[C:8]=2[CH:14]=1. The catalyst class is: 1. (3) Reactant: CC1C=CC(S(O[CH2:12][CH:13]2[O:18][C:17]3[CH:19]=[C:20]([F:23])[CH:21]=[CH:22][C:16]=3[O:15][CH2:14]2)(=O)=O)=CC=1.[CH3:24][O:25][CH2:26][CH2:27][NH2:28]. Product: [F:23][C:20]1[CH:21]=[CH:22][C:16]2[O:15][CH2:14][CH:13]([CH2:12][NH:28][CH2:27][CH2:26][O:25][CH3:24])[O:18][C:17]=2[CH:19]=1. The catalyst class is: 10. (4) Product: [ClH:28].[CH3:1][O:2][C:3]1[CH:4]=[CH:5][C:6]([C:9]2[N:10]=[C:11]([C:24]([F:27])([F:25])[F:26])[O:12][C:13]=2[C:14]2[CH:23]=[CH:22][C:17]([O:18][CH2:19][CH2:20][NH2:21])=[CH:16][CH:15]=2)=[CH:7][CH:8]=1. Reactant: [CH3:1][O:2][C:3]1[CH:8]=[CH:7][C:6]([C:9]2[N:10]=[C:11]([C:24]([F:27])([F:26])[F:25])[O:12][C:13]=2[C:14]2[CH:23]=[CH:22][C:17]([O:18][CH2:19][CH2:20][NH2:21])=[CH:16][CH:15]=2)=[CH:5][CH:4]=1.[ClH:28]. The catalyst class is: 5. (5) Reactant: C([Li])(C)(C)C.Br[C:7]1[CH:12]=[CH:11][C:10]([Cl:13])=[C:9]([Cl:14])[CH:8]=1.[C:15]([O:19][C:20]([N:22]1[CH2:26][CH2:25][CH:24]([C:27](=[O:32])N(OC)C)[CH2:23]1)=[O:21])([CH3:18])([CH3:17])[CH3:16]. Product: [C:15]([O:19][C:20]([N:22]1[CH2:26][CH2:25][CH:24]([C:27](=[O:32])[C:7]2[CH:12]=[CH:11][C:10]([Cl:13])=[C:9]([Cl:14])[CH:8]=2)[CH2:23]1)=[O:21])([CH3:18])([CH3:17])[CH3:16]. The catalyst class is: 1.